From a dataset of Full USPTO retrosynthesis dataset with 1.9M reactions from patents (1976-2016). Predict the reactants needed to synthesize the given product. (1) The reactants are: C(OC(=O)[NH:10][C:11]1([CH2:15][O:16][C:17]2[CH:22]=[CH:21][C:20]([C:23]3[CH:24]=[CH:25][C:26]4[N:27]([C:29]([C:33]5[CH:34]=[N:35][C:36]([NH2:43])=[C:37]([C:39]([F:42])([F:41])[F:40])[CH:38]=5)=[C:30]([CH3:32])[N:31]=4)[N:28]=3)=[CH:19][CH:18]=2)[CH2:14][O:13][CH2:12]1)C1C=CC=CC=1. Given the product [NH2:10][C:11]1([CH2:15][O:16][C:17]2[CH:22]=[CH:21][C:20]([C:23]3[CH:24]=[CH:25][C:26]4[N:27]([C:29]([C:33]5[CH:38]=[C:37]([C:39]([F:40])([F:41])[F:42])[C:36]([NH2:43])=[N:35][CH:34]=5)=[C:30]([CH3:32])[N:31]=4)[N:28]=3)=[CH:19][CH:18]=2)[CH2:14][O:13][CH2:12]1, predict the reactants needed to synthesize it. (2) Given the product [NH2:2][C:3]([CH2:36][CH2:35][CH2:34][CH2:33][CH2:32][CH2:31][CH2:30][CH2:29][CH2:28][CH2:27][CH2:26][CH2:25][CH2:24][CH2:23][CH2:22][CH2:21][I:20])([C:4]([O:6][CH2:7][CH3:8])=[O:5])[C:9]([O:11][CH2:12][CH3:13])=[O:10], predict the reactants needed to synthesize it. The reactants are: Cl.[NH2:2][CH:3]([C:9]([O:11][CH2:12][CH3:13])=[O:10])[C:4]([O:6][CH2:7][CH3:8])=[O:5].C(=O)([O-])[O-].[Cs+].[Cs+].[I:20][CH:21](I)[CH2:22][CH2:23][CH2:24][CH2:25][CH2:26][CH2:27][CH2:28][CH2:29][CH2:30][CH2:31][CH2:32][CH2:33][CH2:34][CH2:35][CH3:36].